This data is from Full USPTO retrosynthesis dataset with 1.9M reactions from patents (1976-2016). The task is: Predict the reactants needed to synthesize the given product. (1) Given the product [F:19][C:13]1([F:18])[CH2:12][C:11]2[C:10]3[CH2:20][CH2:21][NH:6][CH2:7][CH2:8][C:9]=3[CH:17]=[CH:16][C:15]=2[CH2:14]1, predict the reactants needed to synthesize it. The reactants are: C(OC([N:6]1[CH2:21][CH2:20][C:10]2[C:11]3[CH2:12][C:13]([F:19])([F:18])[CH2:14][C:15]=3[CH:16]=[CH:17][C:9]=2[CH2:8][CH2:7]1)=O)C.[Si](I)(C)(C)C. (2) Given the product [CH2:1]([NH:3][C:4](=[O:42])[NH:5][C:6]1[N:11]=[CH:10][C:9]([C:12]2[CH:13]=[N:14][CH:15]=[C:16]([C:18]3[O:19][C:48]([CH3:49])=[N:51][N:52]=3)[CH:17]=2)=[C:8]([C:21]2[S:22][C:23]([C:30]([NH:31][CH2:32][CH2:33][N:34]3[CH2:35][CH2:36][N:37]([CH3:40])[CH2:38][CH2:39]3)=[O:41])=[C:24]([C:26]([F:29])([F:28])[F:27])[N:25]=2)[CH:7]=1)[CH3:2], predict the reactants needed to synthesize it. The reactants are: [CH2:1]([NH:3][C:4](=[O:42])[NH:5][C:6]1[N:11]=[CH:10][C:9]([C:12]2[CH:13]=[N:14][CH:15]=[C:16]([C:18](O)=[O:19])[CH:17]=2)=[C:8]([C:21]2[S:22][C:23]([C:30](=[O:41])[NH:31][CH2:32][CH2:33][N:34]3[CH2:39][CH2:38][N:37]([CH3:40])[CH2:36][CH2:35]3)=[C:24]([C:26]([F:29])([F:28])[F:27])[N:25]=2)[CH:7]=1)[CH3:2].P(Cl)(Cl)(Cl)=O.[C:48]([NH:51][NH2:52])(=O)[CH3:49]. (3) Given the product [F:1][C:2]1[CH:3]=[CH:4][C:5]([C:8]2[CH:13]=[CH:12][C:11]([NH2:14])=[C:10]([NH2:15])[CH:9]=2)=[CH:6][CH:7]=1, predict the reactants needed to synthesize it. The reactants are: [F:1][C:2]1[CH:7]=[CH:6][C:5]([C:8]2[CH:13]=[CH:12][C:11]([NH2:14])=[C:10]([N+:15]([O-])=O)[CH:9]=2)=[CH:4][CH:3]=1.[H][H]. (4) Given the product [CH2:13]([N:3]([CH2:1][CH3:2])[C:4]1[CH:11]=[CH:10][C:7]([CH:8]=[O:9])=[C:6]([O:12][CH2:11][CH2:4][CH2:5][CH3:6])[CH:5]=1)[CH3:14], predict the reactants needed to synthesize it. The reactants are: [CH2:1]([N:3]([CH2:13][CH3:14])[C:4]1[CH:11]=[CH:10][C:7]([CH:8]=[O:9])=[C:6]([OH:12])[CH:5]=1)[CH3:2].[OH-].[Na+]. (5) Given the product [O:1]=[C:2]1[CH2:7][CH2:6][N:5]([C@H:12]2[CH2:15][C@H:14]([C:18]3[CH:17]=[CH:26][CH:25]=[CH:24][CH:28]=3)[CH2:13]2)[CH:4]([C:8]([O:10][CH3:11])=[O:9])[CH2:3]1, predict the reactants needed to synthesize it. The reactants are: [O:1]=[C:2]1[CH2:7][CH2:6][NH:5][CH:4]([C:8]([O:10][CH3:11])=[O:9])[CH2:3]1.[CH2:12]1[CH2:15][C:14](=O)[CH2:13]1.[CH3:17][C:18](O)=O.C([BH3-])#N.[CH2:24]1[CH2:28]O[CH2:26][CH2:25]1. (6) Given the product [CH2:1]([O:8][CH2:9][CH2:10][CH2:11][CH2:12][CH2:13][CH2:14][O:15][CH2:16][C:17]([C:20]1[CH:21]=[C:22]([NH:26][C:27]([NH:29][CH2:30][C:31]([OH:33])=[O:32])=[O:28])[CH:23]=[CH:24][CH:25]=1)([F:18])[F:19])[C:2]1[CH:7]=[CH:6][CH:5]=[CH:4][CH:3]=1, predict the reactants needed to synthesize it. The reactants are: [CH2:1]([O:8][CH2:9][CH2:10][CH2:11][CH2:12][CH2:13][CH2:14][O:15][CH2:16][C:17]([C:20]1[CH:21]=[C:22]([NH:26][C:27]([NH:29][CH2:30][C:31]([O:33]CC)=[O:32])=[O:28])[CH:23]=[CH:24][CH:25]=1)([F:19])[F:18])[C:2]1[CH:7]=[CH:6][CH:5]=[CH:4][CH:3]=1.[OH-].[Na+]. (7) Given the product [C:16]([O:15][C:13]([N:10]1[C:11]2[C:7](=[CH:6][CH:5]=[C:4]([CH:1]3[CH2:2][CH2:3]3)[CH:12]=2)[CH:8]=[C:9]1[B:24]([OH:25])[OH:23])=[O:14])([CH3:19])([CH3:18])[CH3:17], predict the reactants needed to synthesize it. The reactants are: [CH:1]1([C:4]2[CH:12]=[C:11]3[C:7]([CH:8]=[CH:9][N:10]3[C:13]([O:15][C:16]([CH3:19])([CH3:18])[CH3:17])=[O:14])=[CH:6][CH:5]=2)[CH2:3][CH2:2]1.C([O:23][B:24](OC(C)C)[O:25]C(C)C)(C)C.[Li+].CC([N-]C(C)C)C. (8) Given the product [CH2:1]([NH:3][C:4](=[O:27])[O:5][C:6]1[C:7]([CH3:26])=[C:8]2[N:13]([CH:14]=1)[N:12]=[CH:11][N:10]=[C:9]2[O:15][C:16]1[CH:21]=[CH:20][C:19]([NH2:22])=[CH:18][C:17]=1[F:25])[CH3:2], predict the reactants needed to synthesize it. The reactants are: [CH2:1]([NH:3][C:4](=[O:27])[O:5][C:6]1[C:7]([CH3:26])=[C:8]2[N:13]([CH:14]=1)[N:12]=[CH:11][N:10]=[C:9]2[O:15][C:16]1[CH:21]=[CH:20][C:19]([N+:22]([O-])=O)=[CH:18][C:17]=1[F:25])[CH3:2].[NH4+].[Cl-].